Dataset: Catalyst prediction with 721,799 reactions and 888 catalyst types from USPTO. Task: Predict which catalyst facilitates the given reaction. (1) Reactant: [Br:1]([OH:4])(=[O:3])=[O:2].[NH2:5][CH2:6][CH2:7][C@H:8](O)[CH2:9]O.C(O)(=O)C.[Br:16](O)(=O)=O. Product: [Br:1]([O:4][C@@H:8]([CH2:7][CH2:6][NH2:5])[CH2:9][Br:16])(=[O:3])=[O:2]. The catalyst class is: 8. (2) Reactant: Br[CH2:2][CH2:3][OH:4].C(N(CC)C(C)C)(C)C.[NH:14]1[CH2:17][CH:16]([O:18][C:19]2[CH:24]=[CH:23][C:22]([NH:25][C:26]3[N:31]=[C:30]([C:32]4[N:36]5[CH:37]=[CH:38][CH:39]=[CH:40][C:35]5=[N:34][CH:33]=4)[C:29]([Cl:41])=[CH:28][N:27]=3)=[C:21]([O:42][CH3:43])[CH:20]=2)[CH2:15]1. Product: [Cl:41][C:29]1[C:30]([C:32]2[N:36]3[CH:37]=[CH:38][CH:39]=[CH:40][C:35]3=[N:34][CH:33]=2)=[N:31][C:26]([NH:25][C:22]2[CH:23]=[CH:24][C:19]([O:18][CH:16]3[CH2:15][N:14]([CH2:2][CH2:3][OH:4])[CH2:17]3)=[CH:20][C:21]=2[O:42][CH3:43])=[N:27][CH:28]=1. The catalyst class is: 3. (3) Reactant: C([N:14]1[CH2:17][CH:16]([C:18]2[O:19][C:20]([CH3:23])=[N:21][N:22]=2)[CH2:15]1)(C1C=CC=CC=1)C1C=CC=CC=1. Product: [NH:14]1[CH2:17][CH:16]([C:18]2[O:19][C:20]([CH3:23])=[N:21][N:22]=2)[CH2:15]1. The catalyst class is: 261. (4) Reactant: [F:1][C:2]1[CH:10]=[C:9]([C:11]2[N:16]=[C:15]3[N:17]([CH2:20][C:21]4[CH:22]=[C:23]5[C:28](=[CH:29][CH:30]=4)[N:27]=[CH:26][CH:25]=[CH:24]5)[N:18]=[N:19][C:14]3=[CH:13][CH:12]=2)[CH:8]=[CH:7][C:3]=1[C:4](O)=[O:5].[CH2:31]([N:33](C(C)C)C(C)C)[CH3:32].CN(C(ON1N=NC2C=CC=NC1=2)=[N+](C)C)C.F[P-](F)(F)(F)(F)F.Cl.C(N)C. Product: [CH2:31]([NH:33][C:4](=[O:5])[C:3]1[CH:7]=[CH:8][C:9]([C:11]2[N:16]=[C:15]3[N:17]([CH2:20][C:21]4[CH:22]=[C:23]5[C:28](=[CH:29][CH:30]=4)[N:27]=[CH:26][CH:25]=[CH:24]5)[N:18]=[N:19][C:14]3=[CH:13][CH:12]=2)=[CH:10][C:2]=1[F:1])[CH3:32]. The catalyst class is: 18. (5) Reactant: Br[C:2]1[CH:3]=[N:4][CH:5]=[CH:6][CH:7]=1.[CH3:8][N:9]1[CH:13]([C:14]([O:16][CH3:17])=[O:15])[CH2:12][NH:11][C:10]1=[O:18].C(=O)([O-])[O-].[Cs+].[Cs+].CC1(C)C2C(=C(P(C3C=CC=CC=3)C3C=CC=CC=3)C=CC=2)OC2C(P(C3C=CC=CC=3)C3C=CC=CC=3)=CC=CC1=2. Product: [CH3:8][N:9]1[CH:13]([C:14]([O:16][CH3:17])=[O:15])[CH2:12][N:11]([C:2]2[CH:3]=[N:4][CH:5]=[CH:6][CH:7]=2)[C:10]1=[O:18]. The catalyst class is: 333.